This data is from Forward reaction prediction with 1.9M reactions from USPTO patents (1976-2016). The task is: Predict the product of the given reaction. (1) Given the reactants [Cl:1][C:2]1[C:7]([C:8]2[CH:13]=[CH:12][CH:11]=[CH:10][CH:9]=2)=[N:6][N:5]=[C:4]2[NH:14][N:15]=[C:16]([C:17]3[CH:22]=[CH:21][CH:20]=[CH:19][CH:18]=3)[C:3]=12.[O:23]1[CH2:27][CH2:26][CH2:25][CH:24]1[CH2:28]O, predict the reaction product. The product is: [Cl:1][C:2]1[C:7]([C:8]2[CH:9]=[CH:10][CH:11]=[CH:12][CH:13]=2)=[N:6][N:5]=[C:4]2[N:14]([CH2:28][C@H:24]3[CH2:25][CH2:26][CH2:27][O:23]3)[N:15]=[C:16]([C:17]3[CH:18]=[CH:19][CH:20]=[CH:21][CH:22]=3)[C:3]=12. (2) Given the reactants [F:1][C:2]1[CH:7]=[CH:6][C:5]([CH:8]2[N:12]([S:13]([C:16]3[CH:21]=[CH:20][C:19]([CH3:22])=[CH:18][CH:17]=3)(=[O:15])=[O:14])[CH:11]([C:23]([NH2:25])=O)[CH2:10][CH2:9]2)=[CH:4][CH:3]=1.[Cl-].[P+]=O, predict the reaction product. The product is: [F:1][C:2]1[CH:3]=[CH:4][C:5]([CH:8]2[N:12]([S:13]([C:16]3[CH:17]=[CH:18][C:19]([CH3:22])=[CH:20][CH:21]=3)(=[O:15])=[O:14])[CH:11]([C:23]#[N:25])[CH2:10][CH2:9]2)=[CH:6][CH:7]=1. (3) Given the reactants [NH2:1][C:2]1[CH:9]=[CH:8][CH:7]=[CH:6][C:3]=1[CH:4]=[O:5].C1C(=O)N([Br:17])C(=O)C1.CC(OC)(C)C, predict the reaction product. The product is: [NH2:1][C:2]1[CH:9]=[CH:8][C:7]([Br:17])=[CH:6][C:3]=1[CH:4]=[O:5]. (4) Given the reactants [O:1]=[C:2]1[C:7]([C:8]([O:10][CH2:11][CH3:12])=[O:9])=[CH:6][NH:5][C:4](=[S:13])[NH:3]1.[Cl:14][C:15]1[CH:20]=[CH:19][C:18]([O:21][C:22]2[CH:27]=[CH:26][C:25]([CH2:28]Cl)=[CH:24][CH:23]=2)=[CH:17][C:16]=1[C:30]([F:33])([F:32])[F:31].C([O-])([O-])=O.[K+].[K+].O, predict the reaction product. The product is: [Cl:14][C:15]1[CH:20]=[CH:19][C:18]([O:21][C:22]2[CH:23]=[CH:24][C:25]([CH2:28][S:13][C:4]3[NH:5][CH:6]=[C:7]([C:8]([O:10][CH2:11][CH3:12])=[O:9])[C:2](=[O:1])[N:3]=3)=[CH:26][CH:27]=2)=[CH:17][C:16]=1[C:30]([F:31])([F:32])[F:33]. (5) Given the reactants [Cl:1][C:2]1[CH:3]=[N:4][CH:5]=[CH:6][CH:7]=1.C([N-]C(C)C)(C)C.[Li+].Cl[C:17]1[N:22]=[C:21]([N:23]2[CH2:28][CH2:27][CH:26]([N:29]3[C:37](=[O:38])[C:36]4[C:31](=[CH:32][CH:33]=[CH:34][CH:35]=4)[C:30]3=[O:39])[CH2:25][CH2:24]2)[CH:20]=[N:19][CH:18]=1, predict the reaction product. The product is: [Cl:1][C:2]1[CH:3]=[N:4][CH:5]=[CH:6][C:7]=1[C:17]1[N:22]=[C:21]([N:23]2[CH2:24][CH2:25][CH:26]([N:29]3[C:30](=[O:39])[C:31]4[C:36](=[CH:35][CH:34]=[CH:33][CH:32]=4)[C:37]3=[O:38])[CH2:27][CH2:28]2)[CH:20]=[N:19][CH:18]=1. (6) The product is: [O:5]1[C:9]2[CH:10]=[CH:11][C:12]([C:14]3[NH:18][C:17]([C@H:26]4[N:30]([CH3:31])[C:29](=[O:32])[C@@H:28]([CH2:33][N:34]5[CH2:39][CH2:38][CH2:37][CH2:36][CH2:35]5)[CH2:27]4)=[N:16][CH:15]=3)=[CH:13][C:8]=2[O:7][CH2:6]1. Given the reactants C([O-])=O.[NH4+].[O:5]1[C:9]2[CH:10]=[CH:11][C:12]([C:14]3[N:18](CC4C=CC=CC=4)[C:17]([CH:26]4[N:30]([CH3:31])[C:29](=[O:32])[CH:28]([CH2:33][N:34]5[CH2:39][CH2:38][CH2:37][CH2:36][CH2:35]5)[CH2:27]4)=[N:16][CH:15]=3)=[CH:13][C:8]=2[O:7][CH2:6]1, predict the reaction product. (7) Given the reactants [N+:1]([C:4]1[CH:10]=[CH:9][CH:8]=[CH:7][C:5]=1[NH2:6])([O-:3])=[O:2].[I-].[K+].[I:13]([O-])(=O)(=O)=O.[K+].[Cl-].[Na+], predict the reaction product. The product is: [I:13][C:9]1[CH:8]=[CH:7][C:5]([NH2:6])=[C:4]([N+:1]([O-:3])=[O:2])[CH:10]=1. (8) Given the reactants [CH3:1][S:2]([CH3:4])=[O:3].[C@@H]1(N2C=NC(N)=NC2=O)O[C@H](CO)[C@@H](O)[C@H]1O.[C:22]1([CH3:28])[CH:27]=[CH:26][CH:25]=[CH:24][CH:23]=1, predict the reaction product. The product is: [CH3:1][S:2]([CH3:4])=[O:3].[C:22]1([CH3:28])[CH:27]=[CH:26][CH:25]=[CH:24][CH:23]=1. (9) Given the reactants Br(O)(=O)=O.[Br:5][CH2:6][CH2:7][CH2:8][NH2:9].C(N(CC)CC)C.Cl[C:18]([O:20][CH3:21])=[O:19].O, predict the reaction product. The product is: [CH3:21][O:20][C:18](=[O:19])[NH:9][CH2:8][CH2:7][CH2:6][Br:5]. (10) Given the reactants C1(CCC(O)C)C=CC=CC=1.[CH2:12]1[CH:17]2[CH:18]3[NH+]([O-])[CH:15]([CH2:16]2)[CH2:14][CH:13]1[CH2:19]3.[C:22]([OH:25])(=O)[CH3:23].CC(OC(/N=N/C(OC(C)C)=O)=O)C.C(=O)([O-])[O-].[Na+].[Na+], predict the reaction product. The product is: [CH3:18][C@H:17]1[CH2:23][C@@H:22]([OH:25])[C@H:14]([CH:13]([CH3:19])[CH3:12])[CH2:15][CH2:16]1.